Predict the reactants needed to synthesize the given product. From a dataset of Full USPTO retrosynthesis dataset with 1.9M reactions from patents (1976-2016). (1) Given the product [OH:22][CH2:21][C@@H:16]1[C@@H:15]([NH:14][C:12](=[O:13])[O:11][C:7]([CH3:9])([CH3:8])[CH3:10])[CH2:20][CH2:19][O:18][CH2:17]1, predict the reactants needed to synthesize it. The reactants are: [H-].[H-].[H-].[H-].[Li+].[Al+3].[C:7]([O:11][C:12]([NH:14][C@H:15]1[CH2:20][CH2:19][O:18][CH2:17][C@@H:16]1[C:21](OCC)=[O:22])=[O:13])([CH3:10])([CH3:9])[CH3:8]. (2) Given the product [F:14][C:11]1[CH:12]=[CH:13][C:8]([C:6]2[CH:7]=[C:2]([O:20][CH:16]([CH3:15])[C:17]#[C:18][CH3:19])[N:3]=[CH:4][N:5]=2)=[CH:9][CH:10]=1, predict the reactants needed to synthesize it. The reactants are: Cl[C:2]1[CH:7]=[C:6]([C:8]2[CH:13]=[CH:12][C:11]([F:14])=[CH:10][CH:9]=2)[N:5]=[CH:4][N:3]=1.[CH3:15][CH:16]([OH:20])[C:17]#[C:18][CH3:19].[H-].[Na+].O.